This data is from Full USPTO retrosynthesis dataset with 1.9M reactions from patents (1976-2016). The task is: Predict the reactants needed to synthesize the given product. (1) Given the product [CH:24]1([CH2:27][O:2][C:1]([C:4]23[CH2:11][CH2:10][C:7]([NH:12][CH2:13][C:14]([N:16]4[CH2:20][C@@H:19]([F:21])[CH2:18][C@H:17]4[C:22]#[N:23])=[O:15])([CH2:8][CH2:9]2)[CH2:6][CH2:5]3)=[O:3])[CH2:26][CH2:25]1, predict the reactants needed to synthesize it. The reactants are: [C:1]([C:4]12[CH2:11][CH2:10][C:7]([NH:12][CH2:13][C:14]([N:16]3[CH2:20][C@@H:19]([F:21])[CH2:18][C@H:17]3[C:22]#[N:23])=[O:15])([CH2:8][CH2:9]1)[CH2:6][CH2:5]2)([OH:3])=[O:2].[CH:24]1([CH2:27]Br)[CH2:26][CH2:25]1. (2) Given the product [CH3:34][C:33]([CH3:36])([CH3:35])[C:32]([O:31][C:28]1[CH:27]=[CH:26][C:25]([C:12]([C:9]2[CH:8]=[CH:7][C:6]([O:5][C:3](=[O:4])[C:2]([CH3:38])([CH3:1])[CH3:39])=[CH:11][CH:10]=2)=[C:13]([C:18]2[CH:23]=[CH:22][CH:21]=[C:20]([O:24][CH2:49][CH2:50][N:51]([CH3:53])[CH3:52])[CH:19]=2)[CH2:14][CH2:15][CH2:16][CH3:17])=[CH:30][CH:29]=1)=[O:37], predict the reactants needed to synthesize it. The reactants are: [CH3:1][C:2]([CH3:39])([CH3:38])[C:3]([O:5][C:6]1[CH:11]=[CH:10][C:9]([C:12]([C:25]2[CH:30]=[CH:29][C:28]([O:31][C:32](=[O:37])[C:33]([CH3:36])([CH3:35])[CH3:34])=[CH:27][CH:26]=2)=[C:13]([C:18]2[CH:23]=[CH:22][CH:21]=[C:20]([OH:24])[CH:19]=2)[CH2:14][CH2:15][CH2:16][CH3:17])=[CH:8][CH:7]=1)=[O:4].C([O-])([O-])=O.[K+].[K+].O.Cl.Cl[CH2:49][CH2:50][N:51]([CH3:53])[CH3:52]. (3) Given the product [N:30]([CH2:33][CH2:34][S:35][C:36]1[N:37]=[CH:38][N:39]2[CH:43]=[C:42]([Sn:5]([CH2:10][CH2:11][CH2:12][CH3:13])([CH2:6][CH2:7][CH2:8][CH3:9])[CH2:1][CH2:2][CH2:3][CH3:4])[S:41][C:40]=12)=[N+:31]=[N-:32], predict the reactants needed to synthesize it. The reactants are: [CH2:1]([Sn:5](Cl)([CH2:10][CH2:11][CH2:12][CH3:13])[CH2:6][CH2:7][CH2:8][CH3:9])[CH2:2][CH2:3][CH3:4].C[Si]([N-][Si](C)(C)C)(C)C.[Li+].C1COCC1.[N:30]([CH2:33][CH2:34][S:35][C:36]1[N:37]=[CH:38][N:39]2[CH:43]=[CH:42][S:41][C:40]=12)=[N+:31]=[N-:32].[Cl-].[NH4+]. (4) Given the product [C:13]([OH:17])(=[O:16])[CH:14]=[CH2:15].[CH:18]([S:26]([O-:29])(=[O:27])=[O:28])=[CH:19][C:20]1[CH:25]=[CH:24][CH:23]=[CH:22][CH:21]=1.[K+:30], predict the reactants needed to synthesize it. The reactants are: S(OOS([O-])(=O)=O)([O-])(=O)=O.[NH4+].[NH4+].[C:13]([OH:17])(=[O:16])[CH:14]=[CH2:15].[CH:18]([S:26]([O-:29])(=[O:28])=[O:27])=[CH:19][C:20]1[CH:25]=[CH:24][CH:23]=[CH:22][CH:21]=1.[K+:30]. (5) Given the product [Br:1][C:2]1[N:7]=[CH:6][C:5]([CH:9]=[O:10])=[CH:4][C:3]=1[CH3:12], predict the reactants needed to synthesize it. The reactants are: [Br:1][C:2]1[N:7]=[C:6](C)[C:5]([CH:9]=[O:10])=[CH:4][CH:3]=1.N[C:12]1C(C)=CC=CN=1.NC1C=CC=C(C)N=1. (6) Given the product [F:1][C:2]1[C:7]([F:8])=[CH:6][CH:5]=[CH:4][C:3]=1[C:9]1[CH:10]=[C:11]2[C:17]([NH:18][C:19](=[O:23])[CH:20]([CH3:22])[CH3:21])=[N:16][NH:15][C:12]2=[CH:13][N:14]=1, predict the reactants needed to synthesize it. The reactants are: [F:1][C:2]1[C:7]([F:8])=[CH:6][CH:5]=[CH:4][C:3]=1[C:9]1[CH:10]=[C:11]2[C:17]([NH2:18])=[N:16][NH:15][C:12]2=[CH:13][N:14]=1.[C:19](Cl)(=[O:23])[CH:20]([CH3:22])[CH3:21]. (7) Given the product [C:35]([C:9]1[C:8]2[C:12](=[CH:13][C:5]([CH2:4][C:3]([OH:38])=[O:2])=[CH:6][CH:7]=2)[N:11]([CH2:14][C:15]([N:17]2[CH2:21][C@H:20]([F:22])[CH2:19][C@H:18]2[C:23](=[O:34])[NH:24][CH2:25][C:26]2[CH:31]=[CH:30][CH:29]=[C:28]([Cl:32])[C:27]=2[F:33])=[O:16])[CH:10]=1)(=[O:37])[CH3:36], predict the reactants needed to synthesize it. The reactants are: C[O:2][C:3](=[O:38])[CH2:4][C:5]1[CH:13]=[C:12]2[C:8]([C:9]([C:35](=[O:37])[CH3:36])=[CH:10][N:11]2[CH2:14][C:15]([N:17]2[CH2:21][C@H:20]([F:22])[CH2:19][C@H:18]2[C:23](=[O:34])[NH:24][CH2:25][C:26]2[CH:31]=[CH:30][CH:29]=[C:28]([Cl:32])[C:27]=2[F:33])=[O:16])=[CH:7][CH:6]=1.[OH-].[Na+]. (8) The reactants are: [Br:1][C:2]1[CH:11]=[C:10]([CH:12]([CH3:14])[CH3:13])[N:9]=[C:8]2[C:3]=1[CH:4]=[CH:5][C:6]([NH2:15])=[N:7]2.Br[CH2:17][C:18](=O)[C:19]([O:21][CH2:22][CH3:23])=[O:20].C(N(CC)C(C)C)(C)C. Given the product [Br:1][C:2]1[C:3]2[CH:4]=[CH:5][C:6]3[N:7]([CH:17]=[C:18]([C:19]([O:21][CH2:22][CH3:23])=[O:20])[N:15]=3)[C:8]=2[N:9]=[C:10]([CH:12]([CH3:13])[CH3:14])[CH:11]=1, predict the reactants needed to synthesize it. (9) Given the product [Si:16]([O:2][CH2:1][CH2:3][NH2:4])([C:12]([CH3:15])([CH3:14])[CH3:13])([C:23]1[CH:24]=[CH:25][CH:26]=[CH:27][CH:28]=1)[C:17]1[CH:22]=[CH:21][CH:20]=[CH:19][CH:18]=1, predict the reactants needed to synthesize it. The reactants are: [CH2:1]([CH2:3][NH2:4])[OH:2].C(N(CC)CC)C.[C:12]([Si:16](Cl)([C:23]1[CH:28]=[CH:27][CH:26]=[CH:25][CH:24]=1)[C:17]1[CH:22]=[CH:21][CH:20]=[CH:19][CH:18]=1)([CH3:15])([CH3:14])[CH3:13].